This data is from Full USPTO retrosynthesis dataset with 1.9M reactions from patents (1976-2016). The task is: Predict the reactants needed to synthesize the given product. (1) Given the product [CH2:26]([C:27]1[O:1][N:2]=[C:3]([C:5]2[CH:6]=[C:7]([CH:8]=[CH:9][CH:10]=2)[CH2:11][C:12]2[C:17](=[O:18])[CH:16]=[CH:15][N:14]([C:19]3[CH:20]=[N:21][N:22]([CH3:24])[CH:23]=3)[N:13]=2)[N:4]=1)[CH3:25], predict the reactants needed to synthesize it. The reactants are: [OH:1][NH:2][C:3]([C:5]1[CH:10]=[CH:9][CH:8]=[C:7]([CH2:11][C:12]2[C:17](=[O:18])[CH:16]=[CH:15][N:14]([C:19]3[CH:20]=[N:21][N:22]([CH3:24])[CH:23]=3)[N:13]=2)[CH:6]=1)=[NH:4].[C:25](O)(=O)[CH2:26][CH3:27].C(Cl)CCl. (2) Given the product [I-:15].[OH:6][C:7]1[CH:14]=[CH:13][C:10]([CH2:11][N:1]2[CH:5]=[CH:4][N+:3]([CH3:16])=[CH:2]2)=[CH:9][CH:8]=1, predict the reactants needed to synthesize it. The reactants are: [NH:1]1[CH:5]=[CH:4][N:3]=[CH:2]1.[OH:6][C:7]1[CH:14]=[CH:13][C:10]([CH2:11]O)=[CH:9][CH:8]=1.[I:15][CH3:16].[K+].[Br-]. (3) Given the product [F:17][C:16]([F:19])([F:18])[O:15][C:12]1[CH:13]=[CH:14][C:9]([O:8][C:5]2[CH:6]=[CH:7][C:2]([B:21]([OH:26])[OH:22])=[CH:3][CH:4]=2)=[CH:10][CH:11]=1, predict the reactants needed to synthesize it. The reactants are: Br[C:2]1[CH:7]=[CH:6][C:5]([O:8][C:9]2[CH:14]=[CH:13][C:12]([O:15][C:16]([F:19])([F:18])[F:17])=[CH:11][CH:10]=2)=[CH:4][C:3]=1F.[B:21](OC(C)C)([O:26]C(C)C)[O:22]C(C)C.[Li]CCCC.Cl.[OH-].[Na+]. (4) Given the product [Br:8][C:5]1[CH:6]=[CH:7][C:2]([C:12]#[N:13])=[N:3][CH:4]=1, predict the reactants needed to synthesize it. The reactants are: Br[C:2]1[CH:7]=[CH:6][C:5]([Br:8])=[CH:4][N:3]=1.C(Cl)Cl.[CH3:12][N:13](C=O)C. (5) Given the product [N+:1]([C:4]1[CH:5]=[CH:6][CH:7]=[C:8]2[C:13]=1[CH:12]=[C:11]([C:14]([NH2:21])=[O:16])[CH:10]=[CH:9]2)([O-:3])=[O:2], predict the reactants needed to synthesize it. The reactants are: [N+:1]([C:4]1[CH:5]=[CH:6][CH:7]=[C:8]2[C:13]=1[CH:12]=[C:11]([C:14]([OH:16])=O)[CH:10]=[CH:9]2)([O-:3])=[O:2].S(Cl)(Cl)=O.[NH4+:21].[OH-]. (6) Given the product [C:1]1([C:7]2[CH:11]=[C:10]([C:12]3[CH:13]=[CH:14][CH:15]=[CH:16][CH:17]=3)[N:9]([CH2:18][C:19]3[CH:39]=[CH:38][C:22]([CH2:23][O:24][C:25]4[CH:30]=[CH:29][C:28]([CH2:31][CH2:32][C:33]([OH:35])=[O:34])=[C:27]([CH3:37])[CH:26]=4)=[CH:21][C:20]=3[O:40][CH:41]([CH3:43])[CH3:42])[N:8]=2)[CH:2]=[CH:3][CH:4]=[CH:5][CH:6]=1, predict the reactants needed to synthesize it. The reactants are: [C:1]1([C:7]2[CH:11]=[C:10]([C:12]3[CH:17]=[CH:16][CH:15]=[CH:14][CH:13]=3)[N:9]([CH2:18][C:19]3[CH:39]=[CH:38][C:22]([CH2:23][O:24][C:25]4[CH:30]=[CH:29][C:28]([CH2:31][CH2:32][C:33]([O:35]C)=[O:34])=[C:27]([CH3:37])[CH:26]=4)=[CH:21][C:20]=3[O:40][CH:41]([CH3:43])[CH3:42])[N:8]=2)[CH:6]=[CH:5][CH:4]=[CH:3][CH:2]=1.[OH-].[Na+].Cl.